Dataset: Acute oral toxicity (LD50) regression data from Zhu et al.. Task: Regression/Classification. Given a drug SMILES string, predict its toxicity properties. Task type varies by dataset: regression for continuous values (e.g., LD50, hERG inhibition percentage) or binary classification for toxic/non-toxic outcomes (e.g., AMES mutagenicity, cardiotoxicity, hepatotoxicity). Dataset: ld50_zhu. (1) The drug is CC(C)CCC(C)Nc1ccc(NC(C)CCC(C)C)cc1. The rat oral LD50 is 2.61, given as -log10 of the dose in mol/kg body weight (higher means more acutely toxic). (2) The drug is CCOP(=O)(OCC)SCn1nc(C)oc1=O. The rat oral LD50 is 5.45, given as -log10 of the dose in mol/kg body weight (higher means more acutely toxic). (3) The molecule is CCCCOCCOCCOC(=O)CCCCC(=O)OCCOCCOCCCC. The rat oral LD50 is 1.86, given as -log10 of the dose in mol/kg body weight (higher means more acutely toxic).